This data is from Full USPTO retrosynthesis dataset with 1.9M reactions from patents (1976-2016). The task is: Predict the reactants needed to synthesize the given product. (1) The reactants are: [H-].[Na+].[C:3]([O:11][CH2:12][CH3:13])(=[O:10])[CH2:4][C:5]([O:7][CH2:8][CH3:9])=[O:6].Br[CH2:15][C:16]1[CH:29]=[CH:28][C:19]([C:20]([C:22]2[CH:27]=[CH:26][CH:25]=[CH:24][CH:23]=2)=[O:21])=[CH:18][CH:17]=1.[Br-]. Given the product [C:20]([C:19]1[CH:18]=[CH:17][C:16]([CH2:15][CH:4]([C:5]([O:7][CH2:8][CH3:9])=[O:6])[C:3]([O:11][CH2:12][CH3:13])=[O:10])=[CH:29][CH:28]=1)(=[O:21])[C:22]1[CH:23]=[CH:24][CH:25]=[CH:26][CH:27]=1, predict the reactants needed to synthesize it. (2) Given the product [C:1]([O:5][C:6](=[O:33])[NH:7][C@:8]([CH3:32])([C:11]1[CH:20]=[CH:19][C:18]2[C:13](=[CH:14][CH:15]=[C:16]([O:21][C@H:22]3[CH2:23][CH2:24][C@H:25]([C:28]([F:30])([F:31])[F:29])[CH2:26][CH2:27]3)[C:17]=2[C:49]([F:52])([F:51])[F:50])[CH:12]=1)[CH2:9][OH:10])([CH3:4])([CH3:2])[CH3:3], predict the reactants needed to synthesize it. The reactants are: [C:1]([O:5][C:6](=[O:33])[NH:7][C@:8]([CH3:32])([C:11]1[CH:20]=[CH:19][C:18]2[C:13](=[CH:14][CH:15]=[C:16]([O:21][C@H:22]3[CH2:27][CH2:26][C@H:25]([C:28]([F:31])([F:30])[F:29])[CH2:24][CH2:23]3)[CH:17]=2)[CH:12]=1)[CH2:9][OH:10])([CH3:4])([CH3:3])[CH3:2].N[C@@](C1C=CC2C(=CC=C(O[C@H]3CC[C@H]([C:49]([F:52])([F:51])[F:50])CC3)C=2[C:49]([F:52])([F:51])[F:50])C=1)(C)CO. (3) Given the product [CH:1]([C:4]1[CH:8]=[C:7]([NH:9][C:31](=[O:32])[O:33][C:34]([CH3:36])=[CH2:35])[N:6]([C:10]2[CH:11]=[C:12]3[C:17](=[CH:18][CH:19]=2)[N:16]=[CH:15][CH:14]=[CH:13]3)[N:5]=1)([CH3:3])[CH3:2], predict the reactants needed to synthesize it. The reactants are: [CH:1]([C:4]1[CH:8]=[C:7]([NH2:9])[N:6]([C:10]2[CH:11]=[C:12]3[C:17](=[CH:18][CH:19]=2)[N:16]=[CH:15][CH:14]=[CH:13]3)[N:5]=1)([CH3:3])[CH3:2].C[Si]([N-][Si](C)(C)C)(C)C.[Li+].Cl[C:31]([O:33][C:34]([CH3:36])=[CH2:35])=[O:32]. (4) Given the product [Cl:3][C:4]1[CH:14]=[CH:13][C:7]([O:8][CH2:9][CH:10]([OH:11])[CH3:12])=[C:6]([CH:15]2[O:16][CH2:17][CH2:18][O:19]2)[CH:5]=1, predict the reactants needed to synthesize it. The reactants are: [BH4-].[Na+].[Cl:3][C:4]1[CH:14]=[CH:13][C:7]([O:8][CH2:9][C:10]([CH3:12])=[O:11])=[C:6]([CH:15]2[O:19][CH2:18][CH2:17][O:16]2)[CH:5]=1. (5) Given the product [Cl:1][C:2]1[CH:7]=[CH:6][C:5]([NH:8][CH:9]2[CH2:10][N:11]([C:14]([O:16][C:17]([CH3:19])([CH3:18])[CH3:20])=[O:15])[CH2:12]2)=[C:4]([N+:21]([O-:23])=[O:22])[CH:3]=1, predict the reactants needed to synthesize it. The reactants are: [Cl:1][C:2]1[CH:7]=[CH:6][C:5]([NH:8][C@@H:9]2C[CH2:12][N:11]([C:14]([O:16][C:17]([CH3:20])([CH3:19])[CH3:18])=[O:15])[CH2:10]2)=[C:4]([N+:21]([O-:23])=[O:22])[CH:3]=1.NC1CN(C(OC(C)(C)C)=O)C1. (6) Given the product [CH2:1]([O:3][C:4]([NH:6][C:7]1[C:15]2[NH:14][C:13]3[CH2:16][CH2:17][N:18]([C:20]([O:22][CH2:23][CH3:24])=[O:21])[CH2:19][C:12]=3[C:11]=2[CH:10]=[CH:9][CH:8]=1)=[O:5])[CH3:2], predict the reactants needed to synthesize it. The reactants are: [CH2:1]([O:3][C:4]([NH:6][C:7]1[C:15]2[NH:14][C:13]3[CH2:16][CH2:17][N:18]([C:20]([O:22][C:23](C)(C)[CH3:24])=[O:21])[CH2:19][C:12]=3[C:11]=2[CH:10]=[CH:9][CH:8]=1)=[O:5])[CH3:2].C(O)(C(F)(F)F)=O.C([O-])([O-])=O.[K+].[K+].ClC(OCC)=O. (7) Given the product [CH3:26][C:14]1[CH:13]=[CH:12][C:11]2[C:16](=[CH:17][C:18]3[C:9]([CH:10]=2)=[CH:8][C:7]2[C:20](=[CH:21][C:22]4[C:5]([CH:6]=2)=[CH:4][CH:3]=[C:2]([CH3:1])[CH:23]=4)[CH:19]=3)[CH:15]=1, predict the reactants needed to synthesize it. The reactants are: [CH3:1][C:2]1[CH:3]=[CH:4][C:5]2[CH2:6][C:7]3[C:20]([C:21](=O)[C:22]=2[CH:23]=1)=[CH:19][C:18]1[C:17](=O)[C:16]2[C:11](=[CH:12][CH:13]=[C:14]([CH3:26])[CH:15]=2)[CH2:10][C:9]=1[CH:8]=3. (8) Given the product [N:23]1([CH:12]2[CH2:13][CH2:14][CH:15]([C:18]([O:20][CH2:21][CH3:22])=[O:19])[CH2:16][CH2:17]2)[CH:27]=[CH:26][CH:25]=[N:24]1, predict the reactants needed to synthesize it. The reactants are: S(O[CH:12]1[CH2:17][CH2:16][CH:15]([C:18]([O:20][CH2:21][CH3:22])=[O:19])[CH2:14][CH2:13]1)(C1C=CC(C)=CC=1)(=O)=O.[NH:23]1[CH:27]=[CH:26][CH:25]=[N:24]1.C(=O)([O-])[O-].[Cs+].[Cs+]. (9) Given the product [N:16]1([C:22]([O:1][C:2]2[CH:9]=[CH:8][C:5]([CH:6]=[O:7])=[CH:4][CH:3]=2)=[O:23])[CH2:21][CH2:20][O:19][CH2:18][CH2:17]1, predict the reactants needed to synthesize it. The reactants are: [OH:1][C:2]1[CH:9]=[CH:8][C:5]([CH:6]=[O:7])=[CH:4][CH:3]=1.N1C=CC=CC=1.[N:16]1([C:22](Cl)=[O:23])[CH2:21][CH2:20][O:19][CH2:18][CH2:17]1.C([O-])(O)=O.[Na+]. (10) Given the product [CH3:1][O:2][C:3]1[CH:8]=[CH:7][C:6]([C:9]2[N:10]=[C:11]([C:19]3[CH:24]=[CH:23][CH:22]=[CH:21][CH:20]=3)[NH:12][C:13]=2[C:14]([NH2:25])=[O:16])=[CH:5][CH:4]=1, predict the reactants needed to synthesize it. The reactants are: [CH3:1][O:2][C:3]1[CH:8]=[CH:7][C:6]([C:9]2[N:10]=[C:11]([C:19]3[CH:24]=[CH:23][CH:22]=[CH:21][CH:20]=3)[NH:12][C:13]=2[C:14]([O:16]CC)=O)=[CH:5][CH:4]=1.[NH3:25].